Dataset: NCI-60 drug combinations with 297,098 pairs across 59 cell lines. Task: Regression. Given two drug SMILES strings and cell line genomic features, predict the synergy score measuring deviation from expected non-interaction effect. (1) Drug 1: CC12CCC3C(C1CCC2O)C(CC4=C3C=CC(=C4)O)CCCCCCCCCS(=O)CCCC(C(F)(F)F)(F)F. Drug 2: C1CC(=O)NC(=O)C1N2C(=O)C3=CC=CC=C3C2=O. Cell line: SF-539. Synergy scores: CSS=3.51, Synergy_ZIP=-1.73, Synergy_Bliss=-2.30, Synergy_Loewe=-1.01, Synergy_HSA=-1.75. (2) Drug 1: CC12CCC3C(C1CCC2=O)CC(=C)C4=CC(=O)C=CC34C. Drug 2: C(CC(=O)O)C(=O)CN.Cl. Cell line: CAKI-1. Synergy scores: CSS=22.8, Synergy_ZIP=-3.91, Synergy_Bliss=-2.21, Synergy_Loewe=-14.1, Synergy_HSA=-1.29. (3) Drug 1: COC1=NC(=NC2=C1N=CN2C3C(C(C(O3)CO)O)O)N. Drug 2: CS(=O)(=O)OCCCCOS(=O)(=O)C. Cell line: NCI-H522. Synergy scores: CSS=10.5, Synergy_ZIP=-0.222, Synergy_Bliss=3.59, Synergy_Loewe=2.68, Synergy_HSA=3.81. (4) Drug 1: CC12CCC3C(C1CCC2=O)CC(=C)C4=CC(=O)C=CC34C. Drug 2: C1=CC(=CC=C1CC(C(=O)O)N)N(CCCl)CCCl.Cl. Cell line: NCI-H322M. Synergy scores: CSS=4.59, Synergy_ZIP=-7.07, Synergy_Bliss=0.0391, Synergy_Loewe=-15.8, Synergy_HSA=-3.19. (5) Synergy scores: CSS=44.4, Synergy_ZIP=-6.55, Synergy_Bliss=-7.39, Synergy_Loewe=-1.27, Synergy_HSA=0.548. Drug 1: CN(CCCl)CCCl.Cl. Cell line: MCF7. Drug 2: CC1C(C(CC(O1)OC2CC(CC3=C2C(=C4C(=C3O)C(=O)C5=C(C4=O)C(=CC=C5)OC)O)(C(=O)CO)O)N)O.Cl. (6) Drug 1: CC12CCC3C(C1CCC2O)C(CC4=C3C=CC(=C4)O)CCCCCCCCCS(=O)CCCC(C(F)(F)F)(F)F. Drug 2: COCCOC1=C(C=C2C(=C1)C(=NC=N2)NC3=CC=CC(=C3)C#C)OCCOC.Cl. Cell line: K-562. Synergy scores: CSS=0.984, Synergy_ZIP=3.95, Synergy_Bliss=9.24, Synergy_Loewe=2.93, Synergy_HSA=2.01.